From a dataset of Forward reaction prediction with 1.9M reactions from USPTO patents (1976-2016). Predict the product of the given reaction. (1) Given the reactants C([O:4][C@@H:5]([C:12](=[O:59])[NH:13][C:14]1[CH:19]=[CH:18][CH:17]=[C:16]([C:20]2[C:28]3[C:23](=[CH:24][CH:25]=[C:26]([C:29]4[N:33]=[CH:32][N:31](C(C5C=CC=CC=5)(C5C=CC=CC=5)C5C=CC=CC=5)[N:30]=4)[CH:27]=3)[N:22](C3CCCCO3)[N:21]=2)[CH:15]=1)[C:6]1[CH:11]=[CH:10][CH:9]=[CH:8][CH:7]=1)(=O)C.C([O-])(O)=O.[Na+], predict the reaction product. The product is: [NH:31]1[CH:32]=[N:33][C:29]([C:26]2[CH:27]=[C:28]3[C:23](=[CH:24][CH:25]=2)[NH:22][N:21]=[C:20]3[C:16]2[CH:15]=[C:14]([NH:13][C:12](=[O:59])[C@H:5]([OH:4])[C:6]3[CH:7]=[CH:8][CH:9]=[CH:10][CH:11]=3)[CH:19]=[CH:18][CH:17]=2)=[N:30]1. (2) Given the reactants [Cl:1][C:2]1[CH:3]=[C:4]([C:8]2[C:14]3[CH:15]=[C:16]([C:19]([C:27]4[CH:32]=[CH:31][C:30]([Cl:33])=[CH:29][CH:28]=4)([C:21]4[N:25]([CH3:26])[CH:24]=[N:23][CH:22]=4)O)[CH:17]=[CH:18][C:13]=3[N:12]3[N:34]=[N:35][N:36]=[C:11]3[CH2:10][N:9]=2)[CH:5]=[CH:6][CH:7]=1.S(Cl)([Cl:39])=O, predict the reaction product. The product is: [Cl:39][C:19]([C:27]1[CH:28]=[CH:29][C:30]([Cl:33])=[CH:31][CH:32]=1)([C:21]1[N:25]([CH3:26])[CH:24]=[N:23][CH:22]=1)[C:16]1[CH:17]=[CH:18][C:13]2[N:12]3[N:34]=[N:35][N:36]=[C:11]3[CH2:10][N:9]=[C:8]([C:4]3[CH:5]=[CH:6][CH:7]=[C:2]([Cl:1])[CH:3]=3)[C:14]=2[CH:15]=1. (3) Given the reactants [NH2:1][C:2]1[C:7]([C:8]([C:10]2[C:15]([O:16][CH3:17])=[CH:14][CH:13]=[C:12]([F:18])[C:11]=2[F:19])=[O:9])=[CH:6][N:5]=[C:4]([NH:20][C@H:21]2[CH2:26][CH2:25][C@H:24]([NH:27][CH2:28][CH2:29][OH:30])[CH2:23][CH2:22]2)[N:3]=1.Br[CH2:32][CH2:33][OH:34].C(=O)(O)[O-].[Na+], predict the reaction product. The product is: [NH2:1][C:2]1[C:7]([C:8]([C:10]2[C:15]([O:16][CH3:17])=[CH:14][CH:13]=[C:12]([F:18])[C:11]=2[F:19])=[O:9])=[CH:6][N:5]=[C:4]([NH:20][C@H:21]2[CH2:26][CH2:25][C@H:24]([N:27]([CH2:32][CH2:33][OH:34])[CH2:28][CH2:29][OH:30])[CH2:23][CH2:22]2)[N:3]=1. (4) Given the reactants Cl[C:2]([O:4][CH:5]1[CH2:9][CH2:8][CH2:7][CH2:6]1)=[O:3].FC(F)(F)C(O)=O.[CH2:17]([O:19][C:20]1[CH:41]=[CH:40][C:23]([O:24][C:25]2[N:30]=[CH:29][N:28]=[C:27]3[N:31]([CH:34]4[CH2:39][CH2:38][NH:37][CH2:36][CH2:35]4)[N:32]=[CH:33][C:26]=23)=[C:22]([F:42])[CH:21]=1)[CH3:18].C(N(C(C)C)CC)(C)C.O, predict the reaction product. The product is: [CH:5]1([O:4][C:2]([N:37]2[CH2:38][CH2:39][CH:34]([N:31]3[C:27]4=[N:28][CH:29]=[N:30][C:25]([O:24][C:23]5[CH:40]=[CH:41][C:20]([O:19][CH2:17][CH3:18])=[CH:21][C:22]=5[F:42])=[C:26]4[CH:33]=[N:32]3)[CH2:35][CH2:36]2)=[O:3])[CH2:9][CH2:8][CH2:7][CH2:6]1. (5) Given the reactants [CH:1]1[C:13]2[C:12]3([C:25]4[CH:24]=[C:23]([C:26]([OH:28])=[O:27])[CH:22]=[CH:21][C:20]=4[C:19]4[C:14]3=[CH:15][C:16](C(O)=O)=[CH:17][CH:18]=4)[C:11]3[C:6](=[CH:7][CH:8]=[C:9](C(O)=O)[CH:10]=3)[C:5]=2[CH:4]=[CH:3][C:2]=1[C:35]([OH:37])=[O:36].BrC1C=CC2C3C(=CC(Br)=CC=3)C3(C4C=C(Br)C=CC=4C4C3=CC(Br)=CC=4)C=2C=1.C1C2C3(C4C=C(C(O)=O)C=CC=4C4C3=CC=CC=4)C3C(=CC=C(C(O)=O)C=3)C=2C=CC=1C(O)=O.BrC1C=CC2C3C(=CC(Br)=CC=3)C3(C4C=C(Br)C=CC=4C4C3=CC=CC=4)C=2C=1.C1C2C3(C4C=C(C(O)=O)C=C(C(O)=O)C=4C4C3=CC(C(O)=O)=CC=4)C3C(=CC=C(C(O)=O)C=3)C=2C(C(O)=O)=CC=1C(O)=O.BrC1C=C(Br)C2C3C(=CC(Br)=CC=3)C3(C4C=C(Br)C=C(Br)C=4C4C3=CC(Br)=CC=4)C=2C=1, predict the reaction product. The product is: [CH:1]1[C:13]2[C:12]3([C:25]4[CH:24]=[C:23]([C:26]([OH:28])=[O:27])[CH:22]=[CH:21][C:20]=4[C:19]4[C:14]3=[CH:15][CH:16]=[CH:17][CH:18]=4)[C:11]3[C:6](=[CH:7][CH:8]=[CH:9][CH:10]=3)[C:5]=2[CH:4]=[CH:3][C:2]=1[C:35]([OH:37])=[O:36]. (6) The product is: [C:16]([O:20][C:21]([N:23]1[CH2:28][CH2:27][CH:26]([N:29]([CH:30]2[CH2:31][CH2:32]2)[C:11](=[O:13])[C:10]2[CH:9]=[CH:8][C:7]([C:4]3[N:5]=[CH:6][N:2]([CH3:1])[N:3]=3)=[CH:15][CH:14]=2)[CH2:25][CH2:24]1)=[O:22])([CH3:19])([CH3:17])[CH3:18]. Given the reactants [CH3:1][N:2]1[CH:6]=[N:5][C:4]([C:7]2[CH:15]=[CH:14][C:10]([C:11]([OH:13])=O)=[CH:9][CH:8]=2)=[N:3]1.[C:16]([O:20][C:21]([N:23]1[CH2:28][CH2:27][CH:26]([NH:29][CH:30]2[CH2:32][CH2:31]2)[CH2:25][CH2:24]1)=[O:22])([CH3:19])([CH3:18])[CH3:17], predict the reaction product. (7) The product is: [Cl:1][C:2]1[N:3]=[C:4]([C:9]([NH:16][C:17]2[CH:18]=[CH:19][C:20]([C:23]3[O:24][CH:25]=[C:26]([C:28]([O:30][CH3:31])=[O:29])[N:27]=3)=[CH:21][CH:22]=2)=[O:11])[NH:5][C:6]=1[CH2:7][CH3:8]. Given the reactants [Cl:1][C:2]1[N:3]=[C:4]([C:9]([OH:11])=O)[NH:5][C:6]=1[CH2:7][CH3:8].S(Cl)(Cl)=O.[NH2:16][C:17]1[CH:22]=[CH:21][C:20]([C:23]2[O:24][CH:25]=[C:26]([C:28]([O:30][CH3:31])=[O:29])[N:27]=2)=[CH:19][CH:18]=1, predict the reaction product.